This data is from Reaction yield outcomes from USPTO patents with 853,638 reactions. The task is: Predict the reaction yield, written as a fraction of the theoretical maximum amount of product (1.0 means a 100% yield; for example, 0.34 means a 34% yield). (1) The reactants are Br[C:2]1[CH:3]=[C:4]2[C:9](=[CH:10][CH:11]=1)[N:8]=[CH:7][C:6]([C:12]([CH:14]1[CH2:16][CH2:15]1)=[O:13])=[C:5]2[NH:17][C@H:18]1[CH2:23][CH2:22][C@H:21]([CH2:24][N:25]2[CH2:29][CH2:28][CH:27]([O:30][CH3:31])[CH2:26]2)[CH2:20][CH2:19]1.[Cl:32][C:33]1[CH:38]=[C:37](B2OC(C)(C)C(C)(C)O2)[CH:36]=[C:35]([Cl:48])[C:34]=1[OH:49].C([O-])([O-])=O.[Cs+].[Cs+]. The catalyst is O1CCOCC1.C1C=CC(P(C2C=CC=CC=2)[C-]2C=CC=C2)=CC=1.C1C=CC(P(C2C=CC=CC=2)[C-]2C=CC=C2)=CC=1.Cl[Pd]Cl.[Fe+2]. The product is [CH:14]1([C:12]([C:6]2[CH:7]=[N:8][C:9]3[C:4]([C:5]=2[NH:17][C@H:18]2[CH2:19][CH2:20][C@H:21]([CH2:24][N:25]4[CH2:29][CH2:28][CH:27]([O:30][CH3:31])[CH2:26]4)[CH2:22][CH2:23]2)=[CH:3][C:2]([C:37]2[CH:38]=[C:33]([Cl:32])[C:34]([OH:49])=[C:35]([Cl:48])[CH:36]=2)=[CH:11][CH:10]=3)=[O:13])[CH2:15][CH2:16]1. The yield is 0.540. (2) The reactants are CS(O[CH2:6][CH2:7][CH2:8][C:9]1[CH:10]=[C:11]2[C:16](=[CH:17][CH:18]=1)[N:15]=[C:14]([C:19]1[CH:20]=[N:21][CH:22]=[CH:23][CH:24]=1)[N:13]=[C:12]2[NH:25][C:26]1[CH:31]=[CH:30][C:29]([F:32])=[C:28]([Cl:33])[CH:27]=1)(=O)=O.[NH:34]([CH3:36])[CH3:35]. The catalyst is CO. The product is [ClH:33].[ClH:33].[Cl:33][C:28]1[CH:27]=[C:26]([NH:25][C:12]2[C:11]3[C:16](=[CH:17][CH:18]=[C:9]([CH2:8][CH2:7][CH2:6][N:34]([CH3:36])[CH3:35])[CH:10]=3)[N:15]=[C:14]([C:19]3[CH:20]=[N:21][CH:22]=[CH:23][CH:24]=3)[N:13]=2)[CH:31]=[CH:30][C:29]=1[F:32]. The yield is 0.240.